Dataset: Reaction yield outcomes from USPTO patents with 853,638 reactions. Task: Predict the reaction yield, written as a fraction of the theoretical maximum amount of product (1.0 means a 100% yield; for example, 0.34 means a 34% yield). (1) The reactants are Cl.[C:2]1([C@@H:8]2[CH2:10][C@H:9]2[NH2:11])[CH:7]=[CH:6][CH:5]=[CH:4][CH:3]=1.[S:12]1[CH2:18][C:16](=[O:17])[NH:15][C:13]1=S.C(N(CC)C(C)C)(C)C. The catalyst is C(#N)C. The product is [C:2]1([C@@H:8]2[CH2:10][C@H:9]2[NH:11][C:13]2[S:12][CH2:18][C:16](=[O:17])[N:15]=2)[CH:7]=[CH:6][CH:5]=[CH:4][CH:3]=1. The yield is 0.420. (2) The reactants are [C:1]1([N:7]2[C:11]([NH:12][C:13](=[O:21])OC3C=CC=CC=3)=[CH:10][C:9]([C:22]([F:25])([F:24])[F:23])=[N:8]2)[CH:6]=[CH:5][CH:4]=[CH:3][CH:2]=1.[CH3:26][O:27][C:28]1[CH:29]=[C:30]2[C:35](=[CH:36][C:37]=1[O:38][CH3:39])[N:34]=[CH:33][N:32]=[C:31]2[S:40][C:41]1[CH:42]=[C:43]([CH:45]=[CH:46][CH:47]=1)[NH2:44].C(N(CC)C(C)C)(C)C. The catalyst is C1COCC1. The product is [CH3:26][O:27][C:28]1[CH:29]=[C:30]2[C:35](=[CH:36][C:37]=1[O:38][CH3:39])[N:34]=[CH:33][N:32]=[C:31]2[S:40][C:41]1[CH:42]=[C:43]([NH:44][C:13]([NH:12][C:11]2[N:7]([C:1]3[CH:2]=[CH:3][CH:4]=[CH:5][CH:6]=3)[N:8]=[C:9]([C:22]([F:23])([F:24])[F:25])[CH:10]=2)=[O:21])[CH:45]=[CH:46][CH:47]=1. The yield is 0.440. (3) The reactants are [NH2:1][C:2]([CH3:16])([CH3:15])[C:3]([N:5]1[CH2:14][CH2:13][C:12]2[C:7](=[CH:8][CH:9]=[CH:10][CH:11]=2)[CH2:6]1)=O.[H-].[H-].[H-].[H-].[Li+].[Al+3]. The catalyst is C1COCC1. The product is [CH2:6]1[C:7]2[C:12](=[CH:11][CH:10]=[CH:9][CH:8]=2)[CH2:13][CH2:14][N:5]1[CH2:3][C:2]([NH2:1])([CH3:15])[CH3:16]. The yield is 0.790. (4) The reactants are [CH3:1][C:2]1([CH3:10])[O:6][C@@H:5]([C:7](Cl)=[O:8])[CH2:4][O:3]1.Cl.[S:12]1[N:16]=[CH:15][C:14]([O:17][CH2:18][C@@H:19]2[O:23][C:22](=[O:24])[N:21]([C:25]3[CH:30]=[CH:29][C:28]([C:31]4[CH2:36][CH2:35][NH:34][CH2:33][CH:32]=4)=[C:27]([F:37])[CH:26]=3)[CH2:20]2)=[N:13]1.N1C=CC=CC=1. The catalyst is ClCCl. The product is [S:12]1[N:16]=[CH:15][C:14]([O:17][CH2:18][C@@H:19]2[O:23][C:22](=[O:24])[N:21]([C:25]3[CH:30]=[CH:29][C:28]([C:31]4[CH2:36][CH2:35][N:34]([C:7]([C@H:5]5[CH2:4][O:3][C:2]([CH3:10])([CH3:1])[O:6]5)=[O:8])[CH2:33][CH:32]=4)=[C:27]([F:37])[CH:26]=3)[CH2:20]2)=[N:13]1. The yield is 0.930. (5) The yield is 0.830. The catalyst is CCOC(C)=O. The reactants are Cl[C:2]1[C:9]([N+:10]([O-:12])=[O:11])=[CH:8][CH:7]=[C:6]([Cl:13])[C:3]=1[C:4]#[N:5].[CH3:14][NH2:15].O.CCCCCC. The product is [Cl:13][C:6]1[C:3]([C:4]#[N:5])=[C:2]([NH:15][CH3:14])[C:9]([N+:10]([O-:12])=[O:11])=[CH:8][CH:7]=1. (6) The reactants are [NH2:1][C:2]1[CH:3]=[C:4]([N:8]([CH2:16][C:17]2[CH:22]=[CH:21][CH:20]=[C:19]([O:23][C:24]([F:29])([F:28])[CH:25]([F:27])[F:26])[CH:18]=2)[CH2:9][CH:10]([OH:15])[C:11]([F:14])([F:13])[F:12])[CH:5]=[CH:6][CH:7]=1.C(N(CC)CC)C.[F:37][C:38]1[CH:46]=[CH:45][C:41]([C:42](Cl)=[O:43])=[CH:40][CH:39]=1. The catalyst is ClCCl. The product is [F:37][C:38]1[CH:46]=[CH:45][C:41]([C:42]([NH:1][C:2]2[CH:7]=[CH:6][CH:5]=[C:4]([N:8]([CH2:16][C:17]3[CH:22]=[CH:21][CH:20]=[C:19]([O:23][C:24]([F:28])([F:29])[CH:25]([F:26])[F:27])[CH:18]=3)[CH2:9][CH:10]([OH:15])[C:11]([F:14])([F:13])[F:12])[CH:3]=2)=[O:43])=[CH:40][CH:39]=1. The yield is 0.230. (7) The reactants are C([O:3][C:4](=[O:37])[C:5]([CH3:36])([O:7][C:8]1[CH:13]=[CH:12][C:11]([O:14][CH2:15][CH2:16][C:17]2[N:18]=[C:19]([C:23]3[CH:24]=[C:25]([C:29]4[CH:34]=[CH:33][C:32]([F:35])=[CH:31][CH:30]=4)[CH:26]=[CH:27][CH:28]=3)[O:20][C:21]=2[CH3:22])=[CH:10][CH:9]=1)[CH3:6])C.[OH-].[Na+]. The catalyst is CO. The product is [F:35][C:32]1[CH:31]=[CH:30][C:29]([C:25]2[CH:26]=[CH:27][CH:28]=[C:23]([C:19]3[O:20][C:21]([CH3:22])=[C:17]([CH2:16][CH2:15][O:14][C:11]4[CH:10]=[CH:9][C:8]([O:7][C:5]([CH3:36])([CH3:6])[C:4]([OH:37])=[O:3])=[CH:13][CH:12]=4)[N:18]=3)[CH:24]=2)=[CH:34][CH:33]=1. The yield is 0.670. (8) The reactants are [CH3:1][N:2]1[C:6](=[O:7])[CH:5]=[CH:4][C:3]1=[O:8].[Br:9]Br.C(N(CC)CC)C. The catalyst is CO. The product is [CH3:1][N:2]1[C:6](=[O:7])[CH:5]=[C:4]([Br:9])[C:3]1=[O:8]. The yield is 0.890.